Dataset: Ames mutagenicity test results for genotoxicity prediction. Task: Regression/Classification. Given a drug SMILES string, predict its toxicity properties. Task type varies by dataset: regression for continuous values (e.g., LD50, hERG inhibition percentage) or binary classification for toxic/non-toxic outcomes (e.g., AMES mutagenicity, cardiotoxicity, hepatotoxicity). Dataset: ames. (1) The molecule is O=C(O)/C(Cl)=C(\C(=O)O)C(Cl)Cl. The result is 1 (mutagenic). (2) The drug is CN(C)CCNC(=O)c1cccc2nc(-c3ccccc3)oc12. The result is 0 (non-mutagenic). (3) The compound is O=[N+]([O-])c1ccc2c(c1)CCc1c-2ccc2c1CCCC2. The result is 1 (mutagenic). (4) The compound is Nc1ccc(N)c2ccccc12. The result is 1 (mutagenic).